Task: Predict the reaction yield, written as a fraction of the theoretical maximum amount of product (1.0 means a 100% yield; for example, 0.34 means a 34% yield).. Dataset: Reaction yield outcomes from USPTO patents with 853,638 reactions (1) The reactants are [Cl:1][C:2]1[N:7]=[CH:6][C:5]([NH:8][CH3:9])=[C:4](I)[CH:3]=1.[Cl:11][C:12]1[CH:17]=[CH:16][CH:15]=[CH:14][C:13]=1B(O)O.C1(P(C2C=CC=CC=2)C2C=CC=CC=2)C=CC=CC=1.C(=O)([O-])[O-].[Na+].[Na+]. The catalyst is C(OCC)(=O)C.C([O-])(=O)C.[Pd+2].C([O-])(=O)C.COCCOC. The product is [Cl:1][C:2]1[N:7]=[CH:6][C:5]([NH:8][CH3:9])=[C:4]([C:13]2[CH:14]=[CH:15][CH:16]=[CH:17][C:12]=2[Cl:11])[CH:3]=1. The yield is 0.830. (2) The reactants are [Br:1][C:2]1[CH:3]=[C:4]([C:9]([OH:11])=[O:10])[S:5][C:6]=1[CH2:7][CH3:8].S(=O)(=O)(O)O.O.[CH3:18]O. No catalyst specified. The product is [Br:1][C:2]1[CH:3]=[C:4]([C:9]([O:11][CH3:18])=[O:10])[S:5][C:6]=1[CH2:7][CH3:8]. The yield is 1.00. (3) The catalyst is C1COCC1.CO. The reactants are [C:1]([C:5]1[CH:45]=[CH:44][C:8]([C:9]([NH:11][C@@H:12]([CH2:17][C:18]2[CH:23]=[CH:22][C:21]([C:24]3[S:25][C:26]([C:29]4[CH:34]=[CH:33][C:32]([O:35][CH2:36][CH2:37][CH2:38][CH2:39][CH2:40][CH2:41][CH3:42])=[CH:31][CH:30]=4)=[N:27][N:28]=3)=[C:20]([F:43])[CH:19]=2)[C:13]([O:15]C)=[O:14])=[O:10])=[CH:7][CH:6]=1)([CH3:4])([CH3:3])[CH3:2].[OH-].[Li+].CC(O)=O.O. The yield is 0.990. The product is [C:1]([C:5]1[CH:45]=[CH:44][C:8]([C:9]([NH:11][C@@H:12]([CH2:17][C:18]2[CH:23]=[CH:22][C:21]([C:24]3[S:25][C:26]([C:29]4[CH:30]=[CH:31][C:32]([O:35][CH2:36][CH2:37][CH2:38][CH2:39][CH2:40][CH2:41][CH3:42])=[CH:33][CH:34]=4)=[N:27][N:28]=3)=[C:20]([F:43])[CH:19]=2)[C:13]([OH:15])=[O:14])=[O:10])=[CH:7][CH:6]=1)([CH3:2])([CH3:3])[CH3:4]. (4) The reactants are [C:1]([NH:5][S:6]([CH2:9][CH2:10][CH2:11]Cl)(=[O:8])=[O:7])([CH3:4])([CH3:3])[CH3:2].[Li]CCCC. The catalyst is C1COCC1. The product is [C:1]([NH:5][S:6]([CH:9]1[CH2:11][CH2:10]1)(=[O:8])=[O:7])([CH3:4])([CH3:3])[CH3:2]. The yield is 0.560. (5) The catalyst is C(Cl)Cl.C1COCC1.[OH-].[Na+].CCOC(C)=O.CN(C=O)C. The reactants are [C:1]([OH:13])(=O)[C:2]1[CH:11]=[CH:10][C:9]2[C:4](=[CH:5][CH:6]=[CH:7][CH:8]=2)[N:3]=1.C(Cl)(=O)C(Cl)=O.[CH3:20][C:21]1[C:22]([CH2:27][N:28]([CH2:35][C:36]2[C:41]([CH3:42])=[CH:40][CH:39]=[CH:38][N:37]=2)[CH:29]2[CH2:34][CH2:33][NH:32][CH2:31][CH2:30]2)=[N:23][CH:24]=[CH:25][CH:26]=1.CCN(C(C)C)C(C)C. The product is [CH3:20][C:21]1[C:22]([CH2:27][N:28]([CH2:35][C:36]2[C:41]([CH3:42])=[CH:40][CH:39]=[CH:38][N:37]=2)[CH:29]2[CH2:34][CH2:33][N:32]([C:1]([C:2]3[CH:11]=[CH:10][C:9]4[C:4](=[CH:5][CH:6]=[CH:7][CH:8]=4)[N:3]=3)=[O:13])[CH2:31][CH2:30]2)=[N:23][CH:24]=[CH:25][CH:26]=1. The yield is 0.600. (6) The reactants are [CH:1]1([C:6]([OH:8])=O)[CH2:5][CH:4]=[CH:3][CH2:2]1.C(N1C=CN=C1)(N1C=CN=C1)=O.[CH3:21][NH:22][O:23][CH3:24].O. The catalyst is ClCCl. The product is [CH3:21][N:22]([O:23][CH3:24])[C:6]([CH:1]1[CH2:5][CH:4]=[CH:3][CH2:2]1)=[O:8]. The yield is 0.950. (7) The reactants are [OH-].[Na+:2].[Cl:3][C:4]1[N:9]=[N:8][C:7]([O:10][C:11]2[C:16]([CH3:17])=[CH:15][CH:14]=[CH:13][C:12]=2[CH:18]2[CH2:20][CH2:19]2)=[C:6]([OH:21])[CH:5]=1. The catalyst is C(O)C. The product is [Cl:3][C:4]1[N:9]=[N:8][C:7]([O:10][C:11]2[C:16]([CH3:17])=[CH:15][CH:14]=[CH:13][C:12]=2[CH:18]2[CH2:20][CH2:19]2)=[C:6]([O-:21])[CH:5]=1.[Na+:2]. The yield is 1.00. (8) The reactants are [NH2:1][C:2]1[C:7]2=[CH:8][CH:9]=[C:10]([C:11]([OH:13])=O)[N:6]2[N:5]=[CH:4][N:3]=1.Cl.CN(C)CCCN=C=NCC.O.ON1C2C=CC=CC=2N=N1.[NH2:37][CH2:38][CH:39]1[O:44][CH2:43][CH2:42][N:41]([C:45]([O:47][C:48]([CH3:51])([CH3:50])[CH3:49])=[O:46])[CH2:40]1.C([O-])(O)=O.[Na+]. The catalyst is CN(C=O)C. The product is [NH2:1][C:2]1[C:7]2=[CH:8][CH:9]=[C:10]([C:11]([NH:37][CH2:38][CH:39]3[O:44][CH2:43][CH2:42][N:41]([C:45]([O:47][C:48]([CH3:51])([CH3:50])[CH3:49])=[O:46])[CH2:40]3)=[O:13])[N:6]2[N:5]=[CH:4][N:3]=1. The yield is 0.880. (9) The reactants are [CH3:1][C@@H:2](OS(C)(=O)=O)[C:3]#[CH:4].[Cl:10][CH2:11][C:12]([C:14]1[CH:19]=[CH:18][C:17]([F:20])=[CH:16][C:15]=1[F:21])=[O:13].C([Zn]CC)C.Cl. The catalyst is C1(C)C=CC=CC=1.[Pd](Cl)Cl.CC(CC#N)=N.C1(P(C2C=CC=CC=2)C2C=CC=CC=2)C=CC=CC=1. The product is [Cl:10][CH2:11][C@@:12]([C:14]1[CH:19]=[CH:18][C:17]([F:20])=[CH:16][C:15]=1[F:21])([OH:13])[C@@H:3]([CH3:4])[C:2]#[CH:1]. The yield is 0.953. (10) The reactants are Cl.[NH2:2][CH:3]([C:5](=O)[CH2:6][CH3:7])[CH3:4].F[B-](F)(F)F.[NH:14]=[C:15](SC)[C:16]([O:18][CH2:19][CH3:20])=[O:17]. No catalyst specified. The product is [CH2:6]([C:5]1[NH:14][C:15]([C:16]([O:18][CH2:19][CH3:20])=[O:17])=[N:2][C:3]=1[CH3:4])[CH3:7]. The yield is 0.600.